This data is from Full USPTO retrosynthesis dataset with 1.9M reactions from patents (1976-2016). The task is: Predict the reactants needed to synthesize the given product. (1) Given the product [C:1]1([S:7]([N:10]2[C:14]3=[N:15][CH:16]=[C:17]([N+:20]([O-:22])=[O:21])[C:18]([NH:23][C@@H:24]4[CH2:29][CH2:28][CH2:27][C@H:26]([C:30]#[N:31])[CH2:25]4)=[C:13]3[CH:12]=[CH:11]2)(=[O:9])=[O:8])[CH:6]=[CH:5][CH:4]=[CH:3][CH:2]=1, predict the reactants needed to synthesize it. The reactants are: [C:1]1([S:7]([N:10]2[C:14]3=[N:15][CH:16]=[C:17]([N+:20]([O-:22])=[O:21])[C:18](Cl)=[C:13]3[CH:12]=[CH:11]2)(=[O:9])=[O:8])[CH:6]=[CH:5][CH:4]=[CH:3][CH:2]=1.[NH2:23][CH:24]1[CH2:29][CH2:28][CH2:27][CH:26]([C:30]#[N:31])[CH2:25]1.C(N(C(C)C)CC)(C)C. (2) Given the product [CH3:18][O:16][C:13](=[O:15])[CH2:6][C:5]1[C:8]([Br:12])=[CH:9][CH:10]=[CH:11][C:4]=1[N+:1]([O-:3])=[O:2], predict the reactants needed to synthesize it. The reactants are: [N+:1]([C:4]1[CH:11]=[CH:10][CH:9]=[C:8]([Br:12])[C:5]=1[CH2:6]Br)([O-:3])=[O:2].[C:13]([O-:16])(=[O:15])C.[Na+].[CH3:18]N(C)C=O. (3) Given the product [Br:13][C:11]1[C:10]([O:14][CH2:15][CH:16]2[CH2:18][CH2:17]2)=[N:9][C:8]([CH3:19])=[C:7]([CH:12]=1)[C:6]([OH:20])=[O:5], predict the reactants needed to synthesize it. The reactants are: [OH-].[Na+].C([O:5][C:6](=[O:20])[C:7]1[CH:12]=[C:11]([Br:13])[C:10]([O:14][CH2:15][CH:16]2[CH2:18][CH2:17]2)=[N:9][C:8]=1[CH3:19])C.Cl.C(O)(=O)CC(CC(O)=O)(C(O)=O)O.